This data is from Orexin1 receptor HTS with 218,158 compounds and 233 confirmed actives. The task is: Binary Classification. Given a drug SMILES string, predict its activity (active/inactive) in a high-throughput screening assay against a specified biological target. (1) The compound is Clc1cc(Cc2oc3cc(C(=O)N4CCC(O)CC4)ccc3n2)ccc1. The result is 0 (inactive). (2) The molecule is O(c1c2c(CCC(NC)c3c2ccc(N(CC)CC)c(=O)c3)cc(OC)c1OC)C. The result is 0 (inactive). (3) The compound is O=C(N1CCCC1)CC(c1c(O)c(c(cc1)C)C)c1ccccc1. The result is 0 (inactive). (4) The result is 1 (active). The drug is S(=O)(=O)(N1CC(CCC1)C(=O)Nc1cc(SC)ccc1)c1ccc(F)cc1. (5) The drug is Clc1ccc(CN2CC(=O)C(=C2N)c2scc(n2)c2ccc(F)cc2)cc1. The result is 0 (inactive). (6) The molecule is S1C(Cc2c(C1)c([nH]c(=O)c2C#N)CC)(C)C. The result is 0 (inactive). (7) The drug is S(=O)(=O)(N(CCCC)c1ccccc1)c1cc2CCN(c2cc1)C(=O)CCC(O)=O. The result is 0 (inactive). (8) The molecule is s1\c(n(Cc2ccc(cc2)C)cc1)=N/C(=O)COC(=O)CC. The result is 0 (inactive). (9) The drug is S1C2N(C(=O)C2NC(=O)CCCC(O)=O)C(=C(C1)C)C(O)=O. The result is 0 (inactive). (10) The molecule is Fc1ccc(c2nc3n(ncc3c3ccccc3)cc2CCN2CCOCC2)cc1. The result is 0 (inactive).